Predict the reaction yield, written as a fraction of the theoretical maximum amount of product (1.0 means a 100% yield; for example, 0.34 means a 34% yield). From a dataset of Reaction yield outcomes from USPTO patents with 853,638 reactions. The yield is 0.612. The catalyst is FC1C=CC=CC=1.C(Cl)Cl. The reactants are [CH2:1]([C:5]1([CH3:31])[CH2:10][CH2:9][N:8]([C:11]2[C:12]3[N:13]([N:24]=[C:25]([C:27]([O:29][CH3:30])=[O:28])[CH:26]=3)[CH:14]=[C:15]([CH3:23])[C:16]=2[C@H:17]([OH:22])[C:18]([O:20][CH3:21])=[O:19])[CH2:7][CH2:6]1)[CH2:2][CH:3]=[CH2:4].FN(F)S(F)(=O)=O.ClC(Cl)(Cl)C(=N)O[C:43]([CH3:46])([CH3:45])[CH3:44].O. The product is [CH2:1]([C:5]1([CH3:31])[CH2:10][CH2:9][N:8]([C:11]2[C:12]3[N:13]([N:24]=[C:25]([C:27]([O:29][CH3:30])=[O:28])[CH:26]=3)[CH:14]=[C:15]([CH3:23])[C:16]=2[C@H:17]([O:22][C:43]([CH3:46])([CH3:45])[CH3:44])[C:18]([O:20][CH3:21])=[O:19])[CH2:7][CH2:6]1)[CH2:2][CH:3]=[CH2:4].